Dataset: Reaction yield outcomes from USPTO patents with 853,638 reactions. Task: Predict the reaction yield, written as a fraction of the theoretical maximum amount of product (1.0 means a 100% yield; for example, 0.34 means a 34% yield). The reactants are [OH-].[Na+].[F:3][C:4]([CH3:34])([CH3:33])[CH2:5][N:6]1[C:18]([CH3:20])([CH3:19])[CH2:17][C:16]2[C:15]3[C:10](=[CH:11][CH:12]=[CH:13][CH:14]=3)[NH:9][C:8]=2[CH:7]1[C:21]1[CH:26]=[CH:25][C:24](/[CH:27]=[CH:28]/[C:29]([O:31]C)=[O:30])=[CH:23][CH:22]=1. The catalyst is CO.C1COCC1.O. The product is [F:3][C:4]([CH3:34])([CH3:33])[CH2:5][N:6]1[C:18]([CH3:20])([CH3:19])[CH2:17][C:16]2[C:15]3[C:10](=[CH:11][CH:12]=[CH:13][CH:14]=3)[NH:9][C:8]=2[CH:7]1[C:21]1[CH:26]=[CH:25][C:24](/[CH:27]=[CH:28]/[C:29]([OH:31])=[O:30])=[CH:23][CH:22]=1. The yield is 0.760.